From a dataset of Reaction yield outcomes from USPTO patents with 853,638 reactions. Predict the reaction yield, written as a fraction of the theoretical maximum amount of product (1.0 means a 100% yield; for example, 0.34 means a 34% yield). (1) The reactants are [CH3:1][C:2]1[CH:10]=[CH:9][CH:8]=[C:7]2[C:3]=1[CH2:4][C:5](=[O:11])[NH:6]2.[I:12]N1C(=O)CCC1=O. The catalyst is C(O)(=O)C.O. The product is [I:12][C:10]1[C:2]([CH3:1])=[C:3]2[C:7](=[CH:8][CH:9]=1)[NH:6][C:5](=[O:11])[CH2:4]2. The yield is 0.880. (2) The reactants are Br[C:2]1[CH:3]=[C:4]([O:12][CH3:13])[C:5]([O:10][CH3:11])=[C:6]([O:8][CH3:9])[CH:7]=1.C([Li])(C)(C)C.[CH3:19][C:20]12[CH:29]([CH:30]=[O:31])[CH2:28][CH2:27][CH:26]=[C:25]1[CH2:24][C:23]1([S:35][CH2:34][CH2:33][S:32]1)[CH2:22][CH2:21]2. The catalyst is CCOCC. The product is [CH3:19][C:20]12[CH:29]([CH:30]([C:2]3[CH:3]=[C:4]([O:12][CH3:13])[C:5]([O:10][CH3:11])=[C:6]([O:8][CH3:9])[CH:7]=3)[OH:31])[CH2:28][CH2:27][CH:26]=[C:25]1[CH2:24][C:23]1([S:32][CH2:33][CH2:34][S:35]1)[CH2:22][CH2:21]2. The yield is 0.730.